This data is from Reaction yield outcomes from USPTO patents with 853,638 reactions. The task is: Predict the reaction yield, written as a fraction of the theoretical maximum amount of product (1.0 means a 100% yield; for example, 0.34 means a 34% yield). (1) The reactants are Cl[C:2]([O:4][CH2:5][C:6]1[CH:11]=[CH:10][CH:9]=[CH:8][CH:7]=1)=[O:3].[OH:12][C@H:13]1[CH2:17][NH:16][C@H:15]([C:18]([OH:20])=[O:19])[CH2:14]1.C([O-])(O)=O.[Na+].O. The catalyst is CC(C)=O. The product is [OH:12][C@H:13]1[CH2:17][N:16]([C:2]([O:4][CH2:5][C:6]2[CH:11]=[CH:10][CH:9]=[CH:8][CH:7]=2)=[O:3])[C@H:15]([C:18]([OH:20])=[O:19])[CH2:14]1. The yield is 1.00. (2) The reactants are [CH3:1][O:2][C:3]1[CH:11]=[C:10]([NH2:12])[C:9]([N+:13]([O-:15])=[O:14])=[CH:8][C:4]=1[C:5]([OH:7])=O.[F:16][C:17]([F:26])([F:25])[C@H:18]1[CH2:23][CH2:22][C@H:21]([NH2:24])[CH2:20][CH2:19]1.CN(C(ON1N=NC2C=CC=CC1=2)=[N+](C)C)C.[B-](F)(F)(F)F.C(Cl)Cl.CCO. The catalyst is CN(C=O)C. The product is [F:16][C:17]([F:25])([F:26])[C@H:18]1[CH2:19][CH2:20][C@H:21]([NH:24][C:5](=[O:7])[C:4]2[CH:8]=[C:9]([N+:13]([O-:15])=[O:14])[C:10]([NH2:12])=[CH:11][C:3]=2[O:2][CH3:1])[CH2:22][CH2:23]1. The yield is 1.00. (3) The reactants are Cl.C(OC([N:9]([CH2:20][C:21]1[CH:26]=[CH:25][C:24]([O:27][CH3:28])=[CH:23][CH:22]=1)[S:10]([NH:13][CH2:14][C:15]([O:17][CH2:18][CH3:19])=[O:16])(=[O:12])=[O:11])=O)CCC. The catalyst is CO. The product is [CH3:28][O:27][C:24]1[CH:23]=[CH:22][C:21]([CH2:20][NH:9][S:10]([NH:13][CH2:14][C:15]([O:17][CH2:18][CH3:19])=[O:16])(=[O:11])=[O:12])=[CH:26][CH:25]=1. The yield is 0.700. (4) The reactants are Cl.[NH2:2][C:3]1[C:8]2=[C:9]([C:19]3[CH:20]=[CH:21][C:22]4[C:26]([CH:27]=3)=[N:25][N:24]([CH2:28][C:29]3[CH:34]=[CH:33][CH:32]=[CH:31][CH:30]=3)[CH:23]=4)[CH:10]=[C:11]([C:12]([CH:14]3[CH2:18][CH2:17][NH:16][CH2:15]3)=[O:13])[N:7]2[N:6]=[CH:5][N:4]=1.C(N(CC)CC)C.[CH3:42][S:43](Cl)(=[O:45])=[O:44]. The catalyst is ClCCl. The product is [NH2:2][C:3]1[C:8]2=[C:9]([C:19]3[CH:20]=[CH:21][C:22]4[C:26]([CH:27]=3)=[N:25][N:24]([CH2:28][C:29]3[CH:30]=[CH:31][CH:32]=[CH:33][CH:34]=3)[CH:23]=4)[CH:10]=[C:11]([C:12]([CH:14]3[CH2:18][CH2:17][N:16]([S:43]([CH3:42])(=[O:45])=[O:44])[CH2:15]3)=[O:13])[N:7]2[N:6]=[CH:5][N:4]=1. The yield is 0.250.